Predict the product of the given reaction. From a dataset of Forward reaction prediction with 1.9M reactions from USPTO patents (1976-2016). (1) The product is: [CH:16]1([N:9]2[C:10]3[C:11](=[N:12][CH:13]=[CH:14][N:15]=3)[N:7]([C@H:5]3[CH2:6][C@H:3]([NH:2][C:34]4[S:40][C:38]([C:26]([O:28][CH3:29])=[O:27])=[CH:36][N:33]=4)[CH2:4]3)[C:8]2=[O:19])[CH2:17][CH2:18]1. Given the reactants Cl.[NH2:2][C@H:3]1[CH2:6][C@H:5]([N:7]2[C:11]3=[N:12][CH:13]=[CH:14][N:15]=[C:10]3[N:9]([CH:16]3[CH2:18][CH2:17]3)[C:8]2=[O:19])[CH2:4]1.ClC1SC=C([C:26]([O:28][CH3:29])=[O:27])N=1.C([N:33]([CH:36]([CH3:38])C)[CH2:34]C)(C)C.C[S:40](C)=O, predict the reaction product. (2) Given the reactants F[C:2]1[CH:7]=[CH:6][CH:5]=[CH:4][C:3]=1[N:8]1[CH:12]=[CH:11][N:10]=[C:9]1[C:13]1([OH:26])[CH2:18][CH2:17][N:16]([C:19]([O:21][C:22]([CH3:25])([CH3:24])[CH3:23])=[O:20])[CH2:15][CH2:14]1.C([O-])([O-])=O.[K+].[K+], predict the reaction product. The product is: [N:16]1([C:19]([O:21][C:22]([CH3:25])([CH3:24])[CH3:23])=[O:20])[CH2:17][CH2:18][C:13]2([C:9]3=[N:10][CH:11]=[CH:12][N:8]3[C:3]3[CH:4]=[CH:5][CH:6]=[CH:7][C:2]=3[O:26]2)[CH2:14][CH2:15]1. (3) Given the reactants [CH2:1]([N:8]1[C:16]2[C:15](=[O:17])[N:14](CCCOC3CCCCO3)[C:13](=[O:28])[N:12]([CH2:29][O:30][CH2:31][CH2:32][Si:33]([CH3:36])([CH3:35])[CH3:34])[C:11]=2[N:10]=[C:9]1Cl)[C:2]1[CH:7]=[CH:6][CH:5]=[CH:4][CH:3]=1.[F:38][C:39]([F:49])([F:48])[O:40][C:41]1[CH:42]=[C:43]([OH:47])[CH:44]=[CH:45][CH:46]=1.C(=O)([O-])[O-].[K+].[K+], predict the reaction product. The product is: [CH2:1]([N:8]1[C:16]2[C:15](=[O:17])[NH:14][C:13](=[O:28])[N:12]([CH2:29][O:30][CH2:31][CH2:32][Si:33]([CH3:34])([CH3:36])[CH3:35])[C:11]=2[N:10]=[C:9]1[O:47][C:43]1[CH:44]=[CH:45][CH:46]=[C:41]([O:40][C:39]([F:38])([F:48])[F:49])[CH:42]=1)[C:2]1[CH:3]=[CH:4][CH:5]=[CH:6][CH:7]=1. (4) The product is: [CH:27]([OH:29])=[O:28].[CH:76]1([CH2:75][O:74][C:66]2[CH:65]=[C:64]([C@@H:62]([O:63][C:27]([C@@H:23]3[CH2:24][CH2:25][CH2:26][N:22]3[S:19]([C:16]3[CH:17]=[CH:18][C:13]([CH2:12][O:11][C:10]4[CH:31]=[CH:32][CH:33]=[C:8]([C@H:7]([C:1]5[CH:6]=[CH:5][CH:4]=[CH:3][CH:2]=5)[NH:34][C:35]([O:37][C@@H:38]5[CH:43]6[CH2:42][CH2:41][N:40]([CH2:45][CH2:44]6)[CH2:39]5)=[O:36])[CH:9]=4)=[CH:14][CH:15]=3)(=[O:20])=[O:21])=[O:28])[CH2:61][C:60]3[C:59]([Cl:79])=[CH:58][N+:57]([O-:80])=[CH:56][C:55]=3[Cl:54])[CH:69]=[CH:68][C:67]=2[O:70][CH:71]([F:73])[F:72])[CH2:78][CH2:77]1. Given the reactants [C:1]1([C@H:7]([NH:34][C:35]([O:37][C@@H:38]2[CH:43]3[CH2:44][CH2:45][N:40]([CH2:41][CH2:42]3)[CH2:39]2)=[O:36])[C:8]2[CH:9]=[C:10]([CH:31]=[CH:32][CH:33]=2)[O:11][CH2:12][C:13]2[CH:18]=[CH:17][C:16]([S:19]([N:22]3[CH2:26][CH2:25][CH2:24][C@H:23]3[C:27]([O:29]C)=[O:28])(=[O:21])=[O:20])=[CH:15][CH:14]=2)[CH:6]=[CH:5][CH:4]=[CH:3][CH:2]=1.[Li+].[OH-].Cl.CN(C=O)C.[Cl:54][C:55]1[CH:56]=[N+:57]([O-:80])[CH:58]=[C:59]([Cl:79])[C:60]=1[CH2:61][C@@H:62]([C:64]1[CH:69]=[CH:68][C:67]([O:70][CH:71]([F:73])[F:72])=[C:66]([O:74][CH2:75][CH:76]2[CH2:78][CH2:77]2)[CH:65]=1)[OH:63].Cl.CN(C)CCCN=C=NCC, predict the reaction product. (5) The product is: [CH2:17]([C:12]1[CH:11]=[C:10]([CH:9]=[O:8])[S:14][C:13]=1[CH2:15][O:16][CH:20]1[CH2:21][CH2:22][CH2:23][CH2:24][O:19]1)[CH3:18]. Given the reactants [Si]([O:8][CH2:9][C:10]1[S:14][C:13]([CH2:15][OH:16])=[C:12]([CH2:17][CH3:18])[CH:11]=1)(C(C)(C)C)(C)C.[O:19]1[CH:24]=[CH:23][CH2:22][CH2:21][CH2:20]1.C1(C)C=CC(S(O)(=O)=O)=CC=1.C(=O)([O-])O.[Na+].[F-].C([N+](CCCC)(CCCC)CCCC)CCC.O1CCCC1.[Cr](O[Cr]([O-])(=O)=O)([O-])(=O)=O.[NH+]1C=CC=CC=1.[NH+]1C=CC=CC=1, predict the reaction product. (6) The product is: [CH3:30][NH:31][CH2:2][CH2:3][N:4]1[CH:8]=[C:7]([CH2:9][O:10][C:11]2[C:20]3[C:15](=[CH:16][CH:17]=[CH:18][CH:19]=3)[C:14]3=[N:21][N:22]=[C:23]([C:24]4[CH:28]=[C:27]([CH3:29])[O:26][N:25]=4)[N:13]3[N:12]=2)[N:6]=[N:5]1. Given the reactants Br[CH2:2][CH2:3][N:4]1[CH:8]=[C:7]([CH2:9][O:10][C:11]2[C:20]3[C:15](=[CH:16][CH:17]=[CH:18][CH:19]=3)[C:14]3=[N:21][N:22]=[C:23]([C:24]4[CH:28]=[C:27]([CH3:29])[O:26][N:25]=4)[N:13]3[N:12]=2)[N:6]=[N:5]1.[CH3:30][NH2:31], predict the reaction product. (7) Given the reactants C([Si](C)(C)[O:6][CH:7]1[CH2:11][CH2:10][N:9]([S:12]([C:15]2[CH:20]=[CH:19][CH:18]=[CH:17][C:16]=2[NH:21][C:22]2[C:27]([Cl:28])=[CH:26][N:25]=[C:24](Cl)[N:23]=2)(=[O:14])=[O:13])[CH2:8]1)(C)(C)C.[NH2:32][C:33]1[CH:34]=[CH:35][C:36]2[CH2:42][CH2:41][CH2:40][C:39](=[O:43])[NH:38][C:37]=2[CH:44]=1, predict the reaction product. The product is: [Cl:28][C:27]1[C:22]([NH:21][C:16]2[CH:17]=[CH:18][CH:19]=[CH:20][C:15]=2[S:12]([N:9]2[CH2:10][CH2:11][CH:7]([OH:6])[CH2:8]2)(=[O:13])=[O:14])=[N:23][C:24]([NH:32][C:33]2[CH:34]=[CH:35][C:36]3[CH2:42][CH2:41][CH2:40][C:39](=[O:43])[NH:38][C:37]=3[CH:44]=2)=[N:25][CH:26]=1.